From a dataset of Forward reaction prediction with 1.9M reactions from USPTO patents (1976-2016). Predict the product of the given reaction. (1) Given the reactants [CH3:1][N:2]([CH3:18])[CH:3]1[CH2:8][CH2:7][N:6]([CH2:9][CH:10]([C:12]2[CH:17]=[CH:16][CH:15]=[CH:14][CH:13]=2)O)[CH2:5][CH2:4]1.CS(Cl)(=O)=O.[CH3:24][O:25][CH2:26][CH2:27][N:28]1[CH2:33][CH2:32][NH:31][CH2:30][CH2:29]1, predict the reaction product. The product is: [CH3:24][O:25][CH2:26][CH2:27][N:28]1[CH2:33][CH2:32][N:31]([CH:10]([C:12]2[CH:17]=[CH:16][CH:15]=[CH:14][CH:13]=2)[CH2:9][N:6]2[CH2:7][CH2:8][CH:3]([N:2]([CH3:18])[CH3:1])[CH2:4][CH2:5]2)[CH2:30][CH2:29]1. (2) Given the reactants [OH:1][C:2]1[C:11]2[C:6](=[C:7]([I:19])[CH:8]=[C:9]([CH2:12][CH:13]3[CH2:18][CH2:17][O:16][CH2:15][CH2:14]3)[CH:10]=2)[N:5]=[CH:4][C:3]=1[C:20](OCC)=[O:21].[Cl:25][C:26]1[CH:33]=[CH:32][C:29]([CH2:30][NH2:31])=[CH:28][CH:27]=1, predict the reaction product. The product is: [Cl:25][C:26]1[CH:33]=[CH:32][C:29]([CH2:30][NH:31][C:20]([C:3]2[CH:4]=[N:5][C:6]3[C:11]([C:2]=2[OH:1])=[CH:10][C:9]([CH2:12][CH:13]2[CH2:14][CH2:15][O:16][CH2:17][CH2:18]2)=[CH:8][C:7]=3[I:19])=[O:21])=[CH:28][CH:27]=1. (3) Given the reactants [C:1]([O:5][C:6]([N:8]1[CH2:13][CH2:12][CH:11]([C:14]([OH:16])=O)[CH2:10][CH2:9]1)=[O:7])([CH3:4])([CH3:3])[CH3:2].[C:17]([C:19]1[CH:41]=[CH:40][C:22]([O:23][C:24]2[CH:25]=[C:26]([NH2:39])[CH:27]=[C:28]([O:30][C:31]3[CH:36]=[CH:35][C:34]([C:37]#[N:38])=[CH:33][CH:32]=3)[CH:29]=2)=[CH:21][CH:20]=1)#[N:18], predict the reaction product. The product is: [C:1]([O:5][C:6]([N:8]1[CH2:9][CH2:10][CH:11]([C:14](=[O:16])[NH:39][C:26]2[CH:27]=[C:28]([O:30][C:31]3[CH:36]=[CH:35][C:34]([C:37]#[N:38])=[CH:33][CH:32]=3)[CH:29]=[C:24]([O:23][C:22]3[CH:40]=[CH:41][C:19]([C:17]#[N:18])=[CH:20][CH:21]=3)[CH:25]=2)[CH2:12][CH2:13]1)=[O:7])([CH3:2])([CH3:3])[CH3:4]. (4) Given the reactants [NH2:1][CH2:2][CH:3]([OH:15])[CH2:4][N:5]1[CH2:14][CH2:13][C:12]2[C:7](=[CH:8][CH:9]=[CH:10][CH:11]=2)[CH2:6]1.[Br:16][C:17]1[CH:22]=[CH:21][N:20]=[C:19](F)[CH:18]=1.CCN(C(C)C)C(C)C, predict the reaction product. The product is: [Br:16][C:17]1[CH:22]=[CH:21][N:20]=[C:19]([NH:1][CH2:2][CH:3]([OH:15])[CH2:4][N:5]2[CH2:14][CH2:13][C:12]3[C:7](=[CH:8][CH:9]=[CH:10][CH:11]=3)[CH2:6]2)[CH:18]=1. (5) Given the reactants [CH3:1][O:2][CH2:3][CH2:4][NH2:5].[F:6][C:7]1[C:8]2[O:33][N:32]=[C:31]([C:34]3[CH:39]=[CH:38][N:37]=[C:36](S(C)(=O)=O)[N:35]=3)[C:9]=2[CH:10]=[C:11]2[C:24]=1[N:23]1[CH2:25][C@@H:26]([CH3:30])[O:27][C@@H:28]([CH3:29])[C@@H:22]1[C:13]1([C:18](=[O:19])[NH:17][C:16](=[O:20])[NH:15][C:14]1=[O:21])[CH2:12]2.CS(C)=O.O(C(N)C)C, predict the reaction product. The product is: [F:6][C:7]1[C:8]2[O:33][N:32]=[C:31]([C:34]3[CH:39]=[CH:38][N:37]=[C:36]([NH:5][CH2:4][CH2:3][O:2][CH3:1])[N:35]=3)[C:9]=2[CH:10]=[C:11]2[C:24]=1[N:23]1[CH2:25][C@@H:26]([CH3:30])[O:27][C@@H:28]([CH3:29])[C@@H:22]1[C:13]1([C:18](=[O:19])[NH:17][C:16](=[O:20])[NH:15][C:14]1=[O:21])[CH2:12]2.